This data is from Reaction yield outcomes from USPTO patents with 853,638 reactions. The task is: Predict the reaction yield, written as a fraction of the theoretical maximum amount of product (1.0 means a 100% yield; for example, 0.34 means a 34% yield). (1) The reactants are [C:1]([O:5][C:6](=[O:38])[NH:7][C@H:8]([CH2:34][CH:35]([CH3:37])[CH3:36])[C:9]([NH:11][C:12]1[CH:17]=[C:16]([O:18][CH3:19])[C:15]([C:20]2[O:24][CH:23]=[N:22][CH:21]=2)=[CH:14][C:13]=1B1OC(C)(C)C(C)(C)O1)=[O:10])([CH3:4])([CH3:3])[CH3:2].O.Br[C:41]1[S:42][CH:43]=[N:44][N:45]=1.C([O-])([O-])=O.[Cs+].[Cs+]. The catalyst is O1CCOCC1.C1C=CC([P]([Pd]([P](C2C=CC=CC=2)(C2C=CC=CC=2)C2C=CC=CC=2)([P](C2C=CC=CC=2)(C2C=CC=CC=2)C2C=CC=CC=2)[P](C2C=CC=CC=2)(C2C=CC=CC=2)C2C=CC=CC=2)(C2C=CC=CC=2)C2C=CC=CC=2)=CC=1. The product is [C:1]([O:5][C:6](=[O:38])[NH:7][C@H:8]([CH2:34][CH:35]([CH3:37])[CH3:36])[C:9]([NH:11][C:12]1[CH:17]=[C:16]([O:18][CH3:19])[C:15]([C:20]2[O:24][CH:23]=[N:22][CH:21]=2)=[CH:14][C:13]=1[C:41]1[S:42][CH:43]=[N:44][N:45]=1)=[O:10])([CH3:3])([CH3:2])[CH3:4]. The yield is 0.620. (2) The reactants are FC(F)(F)C(O)=O.[CH3:8][O:9][C:10]1[CH:19]=[C:18]2[C:13]([N:14]=[CH:15][C:16]([NH2:20])=[N:17]2)=[CH:12][CH:11]=1.C(N(CC)CC)C.[C:28](N1C=CC=CC1=O)(N1C=CC=CC1=O)=[S:29]. The catalyst is C(Cl)Cl. The product is [N:20]([C:16]1[CH:15]=[N:14][C:13]2[C:18](=[CH:19][C:10]([O:9][CH3:8])=[CH:11][CH:12]=2)[N:17]=1)=[C:28]=[S:29]. The yield is 0.190. (3) The reactants are [O:1]=[C:2]1[C:11]([C:12]([O:14][CH2:15][CH3:16])=[O:13])=[N:10][C:9]2[C:4](=[CH:5][CH:6]=[CH:7][CH:8]=2)[NH:3]1.C(=O)([O-])[O-].[K+].[K+].[I-].[K+].[CH3:25][S:26][CH2:27]Cl. The yield is 0.550. The product is [CH3:25][S:26][CH2:27][N:3]1[C:4]2[C:9](=[CH:8][CH:7]=[CH:6][CH:5]=2)[N:10]=[C:11]([C:12]([O:14][CH2:15][CH3:16])=[O:13])[C:2]1=[O:1]. The catalyst is CC(C)=O.C(OCC)C.C(OCC)(=O)C.O. (4) The reactants are [Cl:1][C:2]1[CH:18]=[CH:17][C:5]2[CH2:6][CH2:7][N:8]([C:11](=[O:16])[C:12]([F:15])([F:14])[F:13])[CH2:9][CH2:10][C:4]=2[C:3]=1OS(C(F)(F)F)(=O)=O.[CH3:27][N:28]([CH2:32][C:33]1[CH:40]=[CH:39][C:36]([CH2:37][NH2:38])=[CH:35][CH:34]=1)[CH:29]([CH3:31])[CH3:30]. The catalyst is C1(C)C=CC=CC=1. The product is [Cl:1][C:2]1[CH:18]=[CH:17][C:5]2[CH2:6][CH2:7][N:8]([C:11](=[O:16])[C:12]([F:15])([F:14])[F:13])[CH2:9][CH2:10][C:4]=2[C:3]=1[NH:38][CH2:37][C:36]1[CH:39]=[CH:40][C:33]([CH2:32][N:28]([CH:29]([CH3:31])[CH3:30])[CH3:27])=[CH:34][CH:35]=1. The yield is 0.640. (5) The reactants are [CH:1]1([C:7]2[C:8]3[CH:9]=[CH:10][C:11]([C:29]([O:31][CH3:32])=[O:30])=[CH:12][C:13]=3[N:14]3[CH2:20][C:19]([C:21]([O:23]C)=[O:22])=[CH:18][C:17]4[CH:25]=[CH:26][CH:27]=[CH:28][C:16]=4[C:15]=23)[CH2:6][CH2:5][CH2:4][CH2:3][CH2:2]1.[Li+].[OH-]. The catalyst is CN(C)C=O. The product is [CH:1]1([C:7]2[C:8]3[CH:9]=[CH:10][C:11]([C:29]([O:31][CH3:32])=[O:30])=[CH:12][C:13]=3[N:14]3[CH:20]=[C:19]([C:21]([OH:23])=[O:22])[CH2:18][C:17]4[CH:25]=[CH:26][CH:27]=[CH:28][C:16]=4[C:15]=23)[CH2:2][CH2:3][CH2:4][CH2:5][CH2:6]1. The yield is 0.970. (6) The reactants are NC1C=C(C(C2C=CC(OC)=C(OCC)C=2)=CC#N)C=CC=1OC.[CH3:25][O:26][C:27]1[CH:28]=[C:29]([C:36]([C:40]2[CH:45]=[C:44]([O:46][CH3:47])[CH:43]=[C:42]([O:48][CH3:49])[CH:41]=2)=[CH:37][C:38]#[N:39])[CH:30]=[CH:31][C:32]=1[N+:33]([O-])=O.O.O.[Sn](Cl)(Cl)(Cl)Cl. No catalyst specified. The product is [NH2:33][C:32]1[CH:31]=[CH:30][C:29]([C:36]([C:40]2[CH:45]=[C:44]([O:46][CH3:47])[CH:43]=[C:42]([O:48][CH3:49])[CH:41]=2)=[CH:37][C:38]#[N:39])=[CH:28][C:27]=1[O:26][CH3:25]. The yield is 0.840.